Task: Predict the reactants needed to synthesize the given product.. Dataset: Full USPTO retrosynthesis dataset with 1.9M reactions from patents (1976-2016) Given the product [CH2:30]([O:37][C:38]1[CH:46]=[CH:45][C:41]([C:42]([NH:15][C:14]2[C:9]([OH:8])=[N:10][C:11]([O:18][CH2:19][C@@H:20]([NH:22][C:23](=[O:29])[O:24][C:25]([CH3:26])([CH3:27])[CH3:28])[CH3:21])=[N:12][CH:13]=2)=[O:43])=[CH:40][C:39]=1[F:47])[C:31]1[CH:32]=[CH:33][CH:34]=[CH:35][CH:36]=1, predict the reactants needed to synthesize it. The reactants are: C([O:8][C:9]1[C:14]([N+:15]([O-])=O)=[CH:13][N:12]=[C:11]([O:18][CH2:19][C@@H:20]([NH:22][C:23](=[O:29])[O:24][C:25]([CH3:28])([CH3:27])[CH3:26])[CH3:21])[N:10]=1)C1C=CC=CC=1.[CH2:30]([O:37][C:38]1[CH:46]=[CH:45][C:41]([C:42](O)=[O:43])=[CH:40][C:39]=1[F:47])[C:31]1[CH:36]=[CH:35][CH:34]=[CH:33][CH:32]=1.